Task: Predict the product of the given reaction.. Dataset: Forward reaction prediction with 1.9M reactions from USPTO patents (1976-2016) Given the reactants [Cl:1][C:2]1[CH:10]=[CH:9][C:8]([Cl:11])=[CH:7][C:3]=1[C:4](Cl)=[O:5].[N:12]1([CH2:17][CH2:18][CH2:19][S:20]([C:23]2[CH:28]=[CH:27][C:26]([NH:29][C:30]3[N:35]=[CH:34][C:33]([NH2:36])=[CH:32][N:31]=3)=[CH:25][CH:24]=2)(=[O:22])=[O:21])[CH2:16][CH2:15][CH2:14][CH2:13]1, predict the reaction product. The product is: [Cl:1][C:2]1[CH:10]=[CH:9][C:8]([Cl:11])=[CH:7][C:3]=1[C:4]([NH:36][C:33]1[CH:34]=[N:35][C:30]([NH:29][C:26]2[CH:27]=[CH:28][C:23]([S:20]([CH2:19][CH2:18][CH2:17][N:12]3[CH2:16][CH2:15][CH2:14][CH2:13]3)(=[O:21])=[O:22])=[CH:24][CH:25]=2)=[N:31][CH:32]=1)=[O:5].